The task is: Predict the product of the given reaction.. This data is from Forward reaction prediction with 1.9M reactions from USPTO patents (1976-2016). (1) Given the reactants Cl.C([N:9]([CH2:23][C@H:24]([OH:33])[CH2:25][O:26][C:27]1[CH:32]=[CH:31][CH:30]=[CH:29][CH:28]=1)[CH:10]1[CH2:16][CH2:15][CH2:14][C:13]2[CH:17]=[C:18]([OH:22])[C:19]([Cl:21])=[CH:20][C:12]=2[CH2:11]1)C1C=CC=CC=1.[H][H], predict the reaction product. The product is: [ClH:21].[Cl:21][C:19]1[C:18]([OH:22])=[CH:17][C:13]2[CH2:14][CH2:15][CH2:16][CH:10]([NH:9][CH2:23][C@H:24]([OH:33])[CH2:25][O:26][C:27]3[CH:28]=[CH:29][CH:30]=[CH:31][CH:32]=3)[CH2:11][C:12]=2[CH:20]=1. (2) Given the reactants Cl[C:2]1[N:7]=[C:6]([C:8]2[S:12][C:11]([N:13]3[CH2:17][CH2:16][CH2:15][CH2:14]3)=[N:10][C:9]=2[C:18]2[CH:19]=[CH:20][C:21]([F:36])=[C:22]([NH:24][S:25]([C:28]3[C:33]([F:34])=[CH:32][CH:31]=[CH:30][C:29]=3[F:35])(=[O:27])=[O:26])[CH:23]=2)[CH:5]=[CH:4][N:3]=1.[N:37]1([C:43]2[N:48]=[CH:47][C:46]([NH2:49])=[CH:45][CH:44]=2)[CH2:42][CH2:41][O:40][CH2:39][CH2:38]1.Cl.O1CCOCC1, predict the reaction product. The product is: [F:35][C:29]1[CH:30]=[CH:31][CH:32]=[C:33]([F:34])[C:28]=1[S:25]([NH:24][C:22]1[CH:23]=[C:18]([C:9]2[N:10]=[C:11]([N:13]3[CH2:17][CH2:16][CH2:15][CH2:14]3)[S:12][C:8]=2[C:6]2[CH:5]=[CH:4][N:3]=[C:2]([NH:49][C:46]3[CH:47]=[N:48][C:43]([N:37]4[CH2:38][CH2:39][O:40][CH2:41][CH2:42]4)=[CH:44][CH:45]=3)[N:7]=2)[CH:19]=[CH:20][C:21]=1[F:36])(=[O:27])=[O:26]. (3) The product is: [N:1]12[CH2:8][CH2:7][CH:4]([CH2:5][CH2:6]1)[C@@H:3]([NH:9][C:10](=[O:18])[C:11]1[CH:16]=[CH:15][CH:14]=[C:13]([C:19]3[CH:24]=[CH:23][CH:22]=[CH:21][CH:20]=3)[CH:12]=1)[CH2:2]2. Given the reactants [N:1]12[CH2:8][CH2:7][CH:4]([CH2:5][CH2:6]1)[C@@H:3]([NH:9][C:10](=[O:18])[C:11]1[CH:16]=[CH:15][CH:14]=[C:13](Br)[CH:12]=1)[CH2:2]2.[C:19]1(B(O)O)[CH:24]=[CH:23][CH:22]=[CH:21][CH:20]=1.C(=O)([O-])[O-].[Na+].[Na+].C(O)C, predict the reaction product. (4) Given the reactants I[C:2]1[C:10]2[C:5](=[CH:6][CH:7]=[C:8]([N+:11]([O-:13])=[O:12])[CH:9]=2)[NH:4][N:3]=1.[CH:14]1[CH:19]=[C:18]2[CH:20]=[CH:21][CH:22]=[C:23]([SH:24])[C:17]2=[CH:16][CH:15]=1.C(O)CO, predict the reaction product. The product is: [C:23]1([S:24][C:2]2[C:10]3[C:5](=[CH:6][CH:7]=[C:8]([N+:11]([O-:13])=[O:12])[CH:9]=3)[NH:4][N:3]=2)[C:17]2[C:18](=[CH:19][CH:14]=[CH:15][CH:16]=2)[CH:20]=[CH:21][CH:22]=1. (5) The product is: [CH2:36]([O:35][C:33]([C:13]1[C:14]([CH2:25][C:26]2[CH:27]=[CH:28][C:29]([F:32])=[CH:30][CH:31]=2)=[N:15][C:16]2[CH:23]3[N:19]([C:18](=[O:24])[C:17]=2[C:12]=1[C:9]1[N:10]=[N:11][C:6]([C:4]([OH:5])=[O:3])=[CH:7][CH:8]=1)[CH2:20][CH2:21][CH2:22]3)=[O:34])[CH3:37]. Given the reactants C([O:3][C:4]([C:6]1[N:11]=[N:10][C:9]([C:12]2[C:17]3[C:18](=[O:24])[N:19]4[CH:23]([C:16]=3[N:15]=[C:14]([CH2:25][C:26]3[CH:31]=[CH:30][C:29]([F:32])=[CH:28][CH:27]=3)[C:13]=2[C:33]([O:35][CH2:36][CH3:37])=[O:34])[CH2:22][CH2:21][CH2:20]4)=[CH:8][CH:7]=1)=[O:5])C, predict the reaction product. (6) Given the reactants Br[C:2]1[CH:3]=[C:4]2[O:10][C:9](=[O:11])[NH:8][C:5]2=[N:6][CH:7]=1.[B:12]1([B:12]2[O:16][C:15]([CH3:18])([CH3:17])[C:14]([CH3:20])([CH3:19])[O:13]2)[O:16][C:15]([CH3:18])([CH3:17])[C:14]([CH3:20])([CH3:19])[O:13]1.C(Cl)Cl.CC([O-])=O.[K+], predict the reaction product. The product is: [CH3:19][C:14]1([CH3:20])[C:15]([CH3:18])([CH3:17])[O:16][B:12]([C:2]2[CH:3]=[C:4]3[O:10][C:9](=[O:11])[NH:8][C:5]3=[N:6][CH:7]=2)[O:13]1. (7) Given the reactants [CH3:1][N:2]1[CH2:7][CH2:6][N:5]([S:8]([CH2:11][C@H:12]([CH3:23])[C:13]([O:15]CC2C=CC=CC=2)=[O:14])(=[O:10])=[O:9])[CH2:4][CH2:3]1, predict the reaction product. The product is: [CH3:1][N:2]1[CH2:3][CH2:4][N:5]([S:8]([CH2:11][C@H:12]([CH3:23])[C:13]([OH:15])=[O:14])(=[O:10])=[O:9])[CH2:6][CH2:7]1. (8) Given the reactants [F:1][C:2]1[CH:3]=[C:4]2[C:9](=[C:10]([C:12](O)=[O:13])[CH:11]=1)[NH:8][CH:7]([C:15]1[CH:20]=[CH:19][CH:18]=[C:17]([N:21]3[CH2:25][CH2:24][CH2:23][CH2:22]3)[CH:16]=1)[CH2:6][C:5]2([CH3:27])[CH3:26].[CH:28]1([S:31]([NH2:34])(=[O:33])=[O:32])[CH2:30][CH2:29]1, predict the reaction product. The product is: [F:1][C:2]1[CH:3]=[C:4]2[C:9](=[C:10]([C:12]([NH:34][S:31]([CH:28]3[CH2:30][CH2:29]3)(=[O:33])=[O:32])=[O:13])[CH:11]=1)[NH:8][CH:7]([C:15]1[CH:20]=[CH:19][CH:18]=[C:17]([N:21]3[CH2:25][CH2:24][CH2:23][CH2:22]3)[CH:16]=1)[CH2:6][C:5]2([CH3:27])[CH3:26].